Dataset: TCR-epitope binding with 47,182 pairs between 192 epitopes and 23,139 TCRs. Task: Binary Classification. Given a T-cell receptor sequence (or CDR3 region) and an epitope sequence, predict whether binding occurs between them. (1) The epitope is MPASWVMRI. The TCR CDR3 sequence is CASSSWTSGATDTQYF. Result: 1 (the TCR binds to the epitope). (2) The epitope is VVYRGTTTY. The TCR CDR3 sequence is CASSLLAPSTDTQYF. Result: 0 (the TCR does not bind to the epitope).